This data is from Catalyst prediction with 721,799 reactions and 888 catalyst types from USPTO. The task is: Predict which catalyst facilitates the given reaction. Reactant: [F:1][C:2]([F:7])([CH2:5][OH:6])[CH2:3][OH:4].FC1C=CC(B(O)O)=CC=1.C([O-])([O-])=O.[K+].[K+].[CH2:24](Br)[C:25]1[CH:30]=[CH:29][CH:28]=[CH:27][CH:26]=1. Product: [CH2:24]([O:4][CH2:3][C:2]([F:7])([F:1])[CH2:5][OH:6])[C:25]1[CH:30]=[CH:29][CH:28]=[CH:27][CH:26]=1. The catalyst class is: 39.